Dataset: Experimentally validated miRNA-target interactions with 360,000+ pairs, plus equal number of negative samples. Task: Binary Classification. Given a miRNA mature sequence and a target amino acid sequence, predict their likelihood of interaction. (1) The miRNA is hsa-miR-6734-5p with sequence UUGAGGGGAGAAUGAGGUGGAGA. The protein sequence of the target gene is MGLSDGEWQLVLNVWGKVEADIPGHGQEVLIRLFKGHPETLEKFDKFKHLKSEDEMKASEDLKKHGATVLTALGGILKKKGHHEAEIKPLAQSHATKHKIPVKYLEFISECIIQVLQSKHPGDFGADAQGAMNKALELFRKDMASNYKELGFQG. Result: 0 (no interaction). (2) The miRNA is rno-miR-204-5p with sequence UUCCCUUUGUCAUCCUAUGCCU. The protein sequence of the target gene is MSRLLGGTLERVCKAVLLLCLLHFLVAVILYFDVYAQHLAFFSRFSTRSPAHALYPAASSSTNCSRPNATAASSGLPEVPSARPGPTAPVIPPCPDVPPGLVGRVVIEFTSPMPLERVQRENPGVLLGGRYSPPDCTPAQTVAVIIPFRHREHHLRYWLHYLHPMLRRQRLRYGVYVINQHGEETFNRAKLLNVGFLEALKEDAAYDCFIFSDVDLVPMDDRNLYRCGDQPRHFAIAMDKFGFRLPYASYFGGVSGLSKAQFLRINGFPNEYWGWGGEDDDIFNRISLTGMKISRPDVRI.... Result: 0 (no interaction). (3) The miRNA is mmu-miR-325-3p with sequence UUUAUUGAGCACCUCCUAUCAA. The protein sequence of the target gene is MAKCRVRVSTGEACGAGTWDKVSVSIVGTHGESPLVPLDHLGKEFSAGAEEDFEVTLPQDVGTVLMLRVHKAPPEVSLPLMSFRSDAWFCRWFELEWLPGAALHFPCYQWLEGAGELVLREGAAKVSWQDHHPTLQDQRQKELESRQKMYSWKTYIEGWPRCLDHETVKDLDLNIKYSAMKNAKLFFKAHSAYTELKVKGLLDRTGLWRSLREMRRLFNFRKTPAAEYVFAHWQEDAFFASQFLNGINPVLIRRCHSLPNNFPVTDEMVAPVLGPGTSLQAELEKGSLFLVDHGILSGVH.... Result: 0 (no interaction). (4) The miRNA is hsa-miR-6776-5p with sequence UCUGGGUGCAGUGGGGGUU. Result: 1 (interaction). The protein sequence of the target gene is MADFLKGLPVYNKSNFSRFHADSVCKASNRRPSVYLPTREYPSEQIIVTEKTNILLRYLHQQWDKKNAAKKRDQEQVELEGESSAPPRKVARTDSPDMHEDT.